Dataset: Forward reaction prediction with 1.9M reactions from USPTO patents (1976-2016). Task: Predict the product of the given reaction. Given the reactants [CH2:1]([O:8][C@H:9]1[C@@H:13]([O:14]CC2C=CC=CC=2)[C@@H:12]([O:22][CH3:23])[O:11][C@@H:10]1[CH2:24][O:25][CH2:26][C:27]1[CH:32]=[CH:31][CH:30]=[CH:29][CH:28]=1)[C:2]1[CH:7]=[CH:6][CH:5]=[CH:4][CH:3]=1.Cl[Sn](Cl)(Cl)Cl, predict the reaction product. The product is: [CH2:1]([O:8][C@@H:9]1[C@@H:10]([CH2:24][O:25][CH2:26][C:27]2[CH:28]=[CH:29][CH:30]=[CH:31][CH:32]=2)[O:11][C@H:12]([O:22][CH3:23])[C@@H:13]1[OH:14])[C:2]1[CH:7]=[CH:6][CH:5]=[CH:4][CH:3]=1.